From a dataset of NCI-60 drug combinations with 297,098 pairs across 59 cell lines. Regression. Given two drug SMILES strings and cell line genomic features, predict the synergy score measuring deviation from expected non-interaction effect. (1) Drug 1: CC1=C(C=C(C=C1)NC2=NC=CC(=N2)N(C)C3=CC4=NN(C(=C4C=C3)C)C)S(=O)(=O)N.Cl. Drug 2: CC(C)(C#N)C1=CC(=CC(=C1)CN2C=NC=N2)C(C)(C)C#N. Cell line: OVCAR3. Synergy scores: CSS=4.24, Synergy_ZIP=1.95, Synergy_Bliss=3.10, Synergy_Loewe=1.43, Synergy_HSA=2.27. (2) Drug 1: CC1=C(C=C(C=C1)NC(=O)C2=CC=C(C=C2)CN3CCN(CC3)C)NC4=NC=CC(=N4)C5=CN=CC=C5. Drug 2: C1C(C(OC1N2C=NC3=C2NC=NCC3O)CO)O. Cell line: T-47D. Synergy scores: CSS=3.90, Synergy_ZIP=-2.47, Synergy_Bliss=-1.64, Synergy_Loewe=0.552, Synergy_HSA=0.763. (3) Drug 1: CNC(=O)C1=CC=CC=C1SC2=CC3=C(C=C2)C(=NN3)C=CC4=CC=CC=N4. Drug 2: C1=NC2=C(N1)C(=S)N=C(N2)N. Cell line: HCT-15. Synergy scores: CSS=43.1, Synergy_ZIP=8.38, Synergy_Bliss=9.43, Synergy_Loewe=1.54, Synergy_HSA=8.17. (4) Drug 1: CC(C1=C(C=CC(=C1Cl)F)Cl)OC2=C(N=CC(=C2)C3=CN(N=C3)C4CCNCC4)N. Drug 2: CC1OCC2C(O1)C(C(C(O2)OC3C4COC(=O)C4C(C5=CC6=C(C=C35)OCO6)C7=CC(=C(C(=C7)OC)O)OC)O)O. Cell line: MOLT-4. Synergy scores: CSS=77.5, Synergy_ZIP=2.86, Synergy_Bliss=3.38, Synergy_Loewe=-0.791, Synergy_HSA=3.69. (5) Drug 1: C1=CC=C(C=C1)NC(=O)CCCCCCC(=O)NO. Drug 2: CS(=O)(=O)CCNCC1=CC=C(O1)C2=CC3=C(C=C2)N=CN=C3NC4=CC(=C(C=C4)OCC5=CC(=CC=C5)F)Cl. Cell line: SN12C. Synergy scores: CSS=18.4, Synergy_ZIP=1.82, Synergy_Bliss=2.10, Synergy_Loewe=5.11, Synergy_HSA=5.95. (6) Cell line: HOP-62. Synergy scores: CSS=52.8, Synergy_ZIP=-4.44, Synergy_Bliss=-4.56, Synergy_Loewe=-10.2, Synergy_HSA=-2.75. Drug 2: CC1=C(C(=O)C2=C(C1=O)N3CC4C(C3(C2COC(=O)N)OC)N4)N. Drug 1: CC1C(C(CC(O1)OC2CC(CC3=C2C(=C4C(=C3O)C(=O)C5=C(C4=O)C(=CC=C5)OC)O)(C(=O)C)O)N)O.Cl. (7) Drug 1: CC1=CC=C(C=C1)C2=CC(=NN2C3=CC=C(C=C3)S(=O)(=O)N)C(F)(F)F. Drug 2: C1CC(C1)(C(=O)O)C(=O)O.[NH2-].[NH2-].[Pt+2]. Cell line: HL-60(TB). Synergy scores: CSS=43.2, Synergy_ZIP=6.11, Synergy_Bliss=-7.92, Synergy_Loewe=-30.5, Synergy_HSA=-23.9. (8) Drug 1: C1CCC(C1)C(CC#N)N2C=C(C=N2)C3=C4C=CNC4=NC=N3. Drug 2: COC1=C(C=C2C(=C1)N=CN=C2NC3=CC(=C(C=C3)F)Cl)OCCCN4CCOCC4. Cell line: LOX IMVI. Synergy scores: CSS=12.2, Synergy_ZIP=-5.13, Synergy_Bliss=-1.16, Synergy_Loewe=0.996, Synergy_HSA=1.42.